Regression. Given a peptide amino acid sequence and an MHC pseudo amino acid sequence, predict their binding affinity value. This is MHC class I binding data. From a dataset of Peptide-MHC class I binding affinity with 185,985 pairs from IEDB/IMGT. (1) The peptide sequence is DETSSLPPL. The MHC is HLA-A03:01 with pseudo-sequence HLA-A03:01. The binding affinity (normalized) is 0. (2) The peptide sequence is GFLNEDHWF. The MHC is HLA-A23:01 with pseudo-sequence HLA-A23:01. The binding affinity (normalized) is 0.598. (3) The peptide sequence is HSYLWDHQM. The MHC is HLA-B46:01 with pseudo-sequence HLA-B46:01. The binding affinity (normalized) is 0.0847. (4) The peptide sequence is RTDPVIDNI. The MHC is HLA-A30:01 with pseudo-sequence HLA-A30:01. The binding affinity (normalized) is 0.0847. (5) The peptide sequence is NSDPNTPDK. The MHC is HLA-B08:02 with pseudo-sequence HLA-B08:02. The binding affinity (normalized) is 0.0847. (6) The MHC is H-2-Db with pseudo-sequence H-2-Db. The binding affinity (normalized) is 0. The peptide sequence is ITYRFYLI.